This data is from Peptide-MHC class II binding affinity with 134,281 pairs from IEDB. The task is: Regression. Given a peptide amino acid sequence and an MHC pseudo amino acid sequence, predict their binding affinity value. This is MHC class II binding data. (1) The peptide sequence is YFQCFKSILLIMNAN. The MHC is DRB1_1101 with pseudo-sequence DRB1_1101. The binding affinity (normalized) is 0.542. (2) The peptide sequence is CNYTKFWYVNHTLSG. The MHC is DRB1_0101 with pseudo-sequence DRB1_0101. The binding affinity (normalized) is 0.811. (3) The peptide sequence is EAVLEDPYILLVSSK. The MHC is DRB1_0404 with pseudo-sequence DRB1_0404. The binding affinity (normalized) is 0.524. (4) The peptide sequence is TKGEGGVWTFDSEEP. The MHC is DRB1_1302 with pseudo-sequence DRB1_1302. The binding affinity (normalized) is 0. (5) The peptide sequence is LTRADLSYPSHCCAFKNQKK. The MHC is DRB1_0701 with pseudo-sequence DRB1_0701. The binding affinity (normalized) is 0.0472. (6) The peptide sequence is VKFHTQAFSAHGSGR. The MHC is DRB1_0301 with pseudo-sequence DRB1_0301. The binding affinity (normalized) is 0.375. (7) The peptide sequence is TSAVGAPTGATTAAA. The MHC is DRB1_0301 with pseudo-sequence DRB1_0301. The binding affinity (normalized) is 0.